From a dataset of Peptide-MHC class I binding affinity with 185,985 pairs from IEDB/IMGT. Regression. Given a peptide amino acid sequence and an MHC pseudo amino acid sequence, predict their binding affinity value. This is MHC class I binding data. (1) The peptide sequence is EVVDMLSTY. The MHC is HLA-B40:01 with pseudo-sequence HLA-B40:01. The binding affinity (normalized) is 0.0847. (2) The peptide sequence is APALQEAYY. The MHC is HLA-A01:01 with pseudo-sequence HLA-A01:01. The binding affinity (normalized) is 0.